Dataset: Reaction yield outcomes from USPTO patents with 853,638 reactions. Task: Predict the reaction yield, written as a fraction of the theoretical maximum amount of product (1.0 means a 100% yield; for example, 0.34 means a 34% yield). (1) The reactants are [NH2:1][C:2]1[CH:3]=[N:4][C:5]([S:8]([CH3:11])(=[O:10])=[O:9])=[CH:6][CH:7]=1.[N:12]([O-])=O.[Na+].O.O.[Sn](Cl)Cl.[OH-].[Na+]. The catalyst is Cl.O.O1CCCC1. The product is [NH:1]([C:2]1[CH:7]=[CH:6][C:5]([S:8]([CH3:11])(=[O:10])=[O:9])=[N:4][CH:3]=1)[NH2:12]. The yield is 0.788. (2) The reactants are CO[CH:3](OC)[N:4]([CH3:6])[CH3:5].[CH:9]1([C:13](=[O:19])[CH2:14][C:15]([O:17][CH3:18])=[O:16])[CH2:12][CH2:11][CH2:10]1. The catalyst is O1CCOCC1. The product is [CH:9]1([C:13](/[C:14](=[CH:3]/[N:4]([CH3:5])[CH3:6])/[C:15]([O:17][CH3:18])=[O:16])=[O:19])[CH2:10][CH2:11][CH2:12]1. The yield is 0.618. (3) The reactants are C([N:4]1[C:12]2[C:7](=[C:8]([Br:13])[CH:9]=[CH:10][CH:11]=2)[C:6](=O)[CH2:5]1)(=O)C.BrBr.[CH2:17]([NH2:20])[CH2:18][NH2:19].C(N(CC)CC)C. The catalyst is C(Cl)Cl.CO. The product is [Br:13][C:8]1[C:7]2[C:6]3[N:20]=[CH:17][CH:18]=[N:19][C:5]=3[NH:4][C:12]=2[CH:11]=[CH:10][CH:9]=1. The yield is 0.550. (4) The reactants are I.[NH:2]1[CH2:7][CH2:6][CH2:5][N:4]=[C:3]1[NH:8][NH2:9].Cl.[C:11](Cl)(=O)[C:12]1[CH:17]=[CH:16][N:15]=[CH:14][CH:13]=1. The catalyst is N1C=CC=CC=1.C([O-])([O-])=O.[K+].[K+]. The product is [N:15]1[CH:16]=[CH:17][C:12]([C:11]2[N:4]3[CH2:5][CH2:6][CH2:7][NH:2][C:3]3=[N:8][N:9]=2)=[CH:13][CH:14]=1. The yield is 0.180.